Dataset: Reaction yield outcomes from USPTO patents with 853,638 reactions. Task: Predict the reaction yield, written as a fraction of the theoretical maximum amount of product (1.0 means a 100% yield; for example, 0.34 means a 34% yield). (1) The reactants are C[Si]([N-][Si](C)(C)C)(C)C.[Na+].[CH3:11][O:12][CH2:13][C:14]([O:16][CH3:17])=[O:15].[C:18]1([C:38]2[CH:43]=[CH:42][CH:41]=[CH:40][CH:39]=2)[CH:23]=[CH:22][C:21]([O:24][CH2:25][CH2:26][CH2:27][O:28][C:29]2[CH:36]=[CH:35][C:32]([CH:33]=[O:34])=[CH:31][C:30]=2[F:37])=[CH:20][CH:19]=1. The catalyst is C1COCC1. The product is [CH3:17][O:16][C:14](=[O:15])[CH:13]([O:12][CH3:11])[CH:33]([C:32]1[CH:35]=[CH:36][C:29]([O:28][CH2:27][CH2:26][CH2:25][O:24][C:21]2[CH:22]=[CH:23][C:18]([C:38]3[CH:43]=[CH:42][CH:41]=[CH:40][CH:39]=3)=[CH:19][CH:20]=2)=[C:30]([F:37])[CH:31]=1)[OH:34]. The yield is 0.240. (2) The reactants are Br[C:2]1[CH:15]=[CH:14][C:13]2[C:4](=[C:5]([C:27]3[CH:36]=[CH:35][C:34]4[C:29](=[CH:30][CH:31]=[CH:32][CH:33]=4)[CH:28]=3)[C:6]3[C:11]([C:12]=2[C:16]2[CH:25]=[CH:24][C:23]4[C:18](=[CH:19][CH:20]=[CH:21][CH:22]=4)[CH:17]=2)=[CH:10][C:9](Br)=[CH:8][CH:7]=3)[CH:3]=1.[C:37]1([C:43]2[N:47]([C:48]3[CH:53]=[CH:52][C:51](B(O)O)=[CH:50][CH:49]=3)[C:46]3[CH:57]=[CH:58][CH:59]=[CH:60][C:45]=3[N:44]=2)[CH:42]=[CH:41][CH:40]=[CH:39][CH:38]=1.C(=O)([O-])[O-].[Na+].[Na+]. The catalyst is C1C=CC([P]([Pd]([P](C2C=CC=CC=2)(C2C=CC=CC=2)C2C=CC=CC=2)([P](C2C=CC=CC=2)(C2C=CC=CC=2)C2C=CC=CC=2)[P](C2C=CC=CC=2)(C2C=CC=CC=2)C2C=CC=CC=2)(C2C=CC=CC=2)C2C=CC=CC=2)=CC=1.COCCOC. The product is [C:37]1([C:43]2[N:47]([C:48]3[CH:53]=[CH:52][C:51]([C:2]4[CH:15]=[CH:14][C:13]5[C:4](=[C:5]([C:27]6[CH:36]=[CH:35][C:34]7[C:29](=[CH:30][CH:31]=[CH:32][CH:33]=7)[CH:28]=6)[C:6]6[C:11]([C:12]=5[C:16]5[CH:25]=[CH:24][C:23]7[C:18](=[CH:19][CH:20]=[CH:21][CH:22]=7)[CH:17]=5)=[CH:10][C:9]([C:51]5[CH:50]=[CH:49][C:48]([N:47]7[C:46]8[CH:57]=[CH:58][CH:59]=[CH:60][C:45]=8[N:44]=[C:43]7[C:37]7[CH:42]=[CH:41][CH:40]=[CH:39][CH:38]=7)=[CH:53][CH:52]=5)=[CH:8][CH:7]=6)[CH:3]=4)=[CH:50][CH:49]=3)[C:46]3[CH:57]=[CH:58][CH:59]=[CH:60][C:45]=3[N:44]=2)[CH:42]=[CH:41][CH:40]=[CH:39][CH:38]=1. The yield is 0.730. (3) The reactants are O.S(=O)(=O)(O)O.[NH2:7][C@H:8]1[C:13]2[CH:14]=[C:15]([C:18](=[O:20])[CH3:19])[CH:16]=[CH:17][C:12]=2[O:11][C:10]([CH3:22])([CH3:21])[C@H:9]1[OH:23].[OH-].[Na+].[CH3:26][C:27]([O:30][C:31](O[C:31]([O:30][C:27]([CH3:29])([CH3:28])[CH3:26])=[O:32])=[O:32])([CH3:29])[CH3:28]. The catalyst is C1COCC1.O. The product is [C:18]([C:15]1[CH:16]=[CH:17][C:12]2[O:11][C:10]([CH3:22])([CH3:21])[C@@H:9]([OH:23])[C@@H:8]([NH:7][C:31](=[O:32])[O:30][C:27]([CH3:29])([CH3:28])[CH3:26])[C:13]=2[CH:14]=1)(=[O:20])[CH3:19]. The yield is 0.978. (4) The reactants are [NH:1]1[C:9]2[C:4](=[CH:5][CH:6]=[CH:7][CH:8]=2)[CH:3]=[CH:2]1.Cl[C:11]1[CH:16]=[CH:15][C:14]([CH3:17])=[CH:13][CH:12]=1.CC([O-])(C)C.[Na+]. The catalyst is C1C=CC(/C=C/C(/C=C/C2C=CC=CC=2)=O)=CC=1.C1C=CC(/C=C/C(/C=C/C2C=CC=CC=2)=O)=CC=1.C1C=CC(/C=C/C(/C=C/C2C=CC=CC=2)=O)=CC=1.[Pd].[Pd].C1(P(C2CCCCC2)C2C=CC=CC=2C2C=CC=CC=2OC)CCCCC1.C1(C)C=CC=CC=1. The product is [CH3:17][C:14]1[CH:15]=[CH:16][C:11]([N:1]2[C:9]3[C:4](=[CH:5][CH:6]=[CH:7][CH:8]=3)[CH:3]=[CH:2]2)=[CH:12][CH:13]=1. The yield is 0.940. (5) The reactants are Cl.C[O:3][CH:4]([O:21]C)[CH2:5][N:6]([CH2:14][C:15]1[CH:20]=[CH:19][CH:18]=[CH:17][N:16]=1)[CH2:7][C:8]1[CH:13]=[CH:12][CH:11]=[CH:10][N:9]=1.C([O-])(O)=O.[Na+]. No catalyst specified. The product is [N:9]1[CH:10]=[CH:11][CH:12]=[CH:13][C:8]=1[CH2:7][N:6]([CH2:14][C:15]1[CH:20]=[CH:19][CH:18]=[CH:17][N:16]=1)[CH2:5][CH:4]([OH:21])[OH:3]. The yield is 0.950. (6) The reactants are C(N(C(C)C)C(C)C)C.[NH2:10][CH2:11][C:12]1([C:18]([NH:20][C:21]2[CH:26]=[CH:25][CH:24]=[CH:23][N:22]=2)=[O:19])[CH2:17][CH2:16][NH:15][CH2:14][CH2:13]1.Cl[C:28]1[C:29]2[CH:36]=[CH:35][NH:34][C:30]=2[N:31]=[CH:32][N:33]=1. The catalyst is CC(N(C)C)=O.O. The product is [NH2:10][CH2:11][C:12]1([C:18]([NH:20][C:21]2[CH:26]=[CH:25][CH:24]=[CH:23][N:22]=2)=[O:19])[CH2:17][CH2:16][N:15]([C:28]2[C:29]3[CH:36]=[CH:35][NH:34][C:30]=3[N:31]=[CH:32][N:33]=2)[CH2:14][CH2:13]1. The yield is 0.0570. (7) The reactants are [F:1][C:2]1[C:7]2[O:8][CH2:9][O:10][C:6]=2[CH:5]=[C:4]([CH2:11]O)[CH:3]=1.C([O-])(O)=O.[Na+].O=S(Cl)[Cl:20]. No catalyst specified. The product is [Cl:20][CH2:11][C:4]1[CH:3]=[C:2]([F:1])[C:7]2[O:8][CH2:9][O:10][C:6]=2[CH:5]=1. The yield is 0.920. (8) The reactants are Cl[CH2:2][C:3]1[CH:8]=[CH:7][CH:6]=[CH:5][C:4]=1[F:9].[Cl:10][C:11]1[CH:16]=[C:15]([NH:17][C:18]2[C:27]3[C:22](=[CH:23][CH:24]=[CH:25][C:26]=3[O:28][CH2:29][C@H:30]3[CH2:35][CH2:34][CH2:33][CH2:32][N:31]3[C:36](=[O:39])[CH2:37][OH:38])[N:21]=[CH:20][N:19]=2)[CH:14]=[CH:13][C:12]=1[OH:40]. No catalyst specified. The product is [Cl:10][C:11]1[CH:16]=[C:15]([NH:17][C:18]2[C:27]3[C:22](=[CH:23][CH:24]=[CH:25][C:26]=3[O:28][CH2:29][C@H:30]3[CH2:35][CH2:34][CH2:33][CH2:32][N:31]3[C:36](=[O:39])[CH2:37][OH:38])[N:21]=[CH:20][N:19]=2)[CH:14]=[CH:13][C:12]=1[O:40][CH2:2][C:3]1[CH:8]=[CH:7][CH:6]=[CH:5][C:4]=1[F:9]. The yield is 0.400. (9) The reactants are [OH:1][C@H:2]1[CH2:6][CH2:5][N:4]([C:7]([O:9][C:10]([CH3:13])([CH3:12])[CH3:11])=[O:8])[CH2:3]1.[H-].[Na+].Cl[C:17]1[CH:22]=[CH:21][C:20]([N+:23]([O-:25])=[O:24])=[CH:19][N:18]=1. The catalyst is C1COCC1. The product is [N+:23]([C:20]1[CH:21]=[CH:22][C:17]([O:1][C@H:2]2[CH2:6][CH2:5][N:4]([C:7]([O:9][C:10]([CH3:13])([CH3:12])[CH3:11])=[O:8])[CH2:3]2)=[N:18][CH:19]=1)([O-:25])=[O:24]. The yield is 0.570.